From a dataset of Forward reaction prediction with 1.9M reactions from USPTO patents (1976-2016). Predict the product of the given reaction. (1) Given the reactants [CH3:1][C:2]1[CH:3]=[CH:4][C:5](OS(C(F)(F)F)(=O)=O)=[C:6]2[C:11]=1[NH:10][C:9](=[O:12])[CH2:8][CH2:7]2.[CH3:21][N:22](C=O)C, predict the reaction product. The product is: [C:21]([C:5]1[CH:4]=[CH:3][C:2]([CH3:1])=[C:11]2[C:6]=1[CH2:7][CH2:8][C:9](=[O:12])[NH:10]2)#[N:22]. (2) Given the reactants [Br:1][C:2]1[N:3]=[C:4]([C@H:12]2[CH2:21][N:20]3[C@H:15]([CH2:16][O:17][C@H:18]([CH3:23])[C:19]3=[O:22])[CH2:14][CH2:13]2)[N:5]2[CH:10]=[CH:9][N:8]=[C:7](Cl)[C:6]=12.O.CC(O)C.[NH4+:29].[OH-], predict the reaction product. The product is: [NH2:29][C:7]1[C:6]2[N:5]([C:4]([C@H:12]3[CH2:21][N:20]4[C@H:15]([CH2:16][O:17][C@H:18]([CH3:23])[C:19]4=[O:22])[CH2:14][CH2:13]3)=[N:3][C:2]=2[Br:1])[CH:10]=[CH:9][N:8]=1.